Dataset: NCI-60 drug combinations with 297,098 pairs across 59 cell lines. Task: Regression. Given two drug SMILES strings and cell line genomic features, predict the synergy score measuring deviation from expected non-interaction effect. Cell line: MDA-MB-435. Drug 1: CNC(=O)C1=CC=CC=C1SC2=CC3=C(C=C2)C(=NN3)C=CC4=CC=CC=N4. Drug 2: C(CCl)NC(=O)N(CCCl)N=O. Synergy scores: CSS=-5.78, Synergy_ZIP=2.23, Synergy_Bliss=0.504, Synergy_Loewe=-8.81, Synergy_HSA=-3.63.